This data is from Retrosynthesis with 50K atom-mapped reactions and 10 reaction types from USPTO. The task is: Predict the reactants needed to synthesize the given product. The reactants are: O=C(c1ccccc1)c1cnc2c(C(F)(F)F)cccc2c1-c1ccccc1. Given the product FC(F)(F)c1cccc2c(-c3ccccc3)c(Cc3ccccc3)cnc12, predict the reactants needed to synthesize it.